Predict the reactants needed to synthesize the given product. From a dataset of Full USPTO retrosynthesis dataset with 1.9M reactions from patents (1976-2016). Given the product [Br:1][C:2]1[N:7]=[CH:6][C:5]2[CH:8]=[C:9]([CH:15]([O:16][CH2:17][CH3:18])[O:19][CH2:20][CH3:21])[NH:10][C:4]=2[CH:3]=1, predict the reactants needed to synthesize it. The reactants are: [Br:1][C:2]1[N:7]=[CH:6][C:5]2[CH:8]=[C:9]([CH:15]([O:19][CH2:20][CH3:21])[O:16][CH2:17][CH3:18])[N:10](S(C)(=O)=O)[C:4]=2[CH:3]=1.[OH-].[Na+].O.